This data is from Forward reaction prediction with 1.9M reactions from USPTO patents (1976-2016). The task is: Predict the product of the given reaction. Given the reactants ClCCl.[C:4]([OH:9])(=[O:8])[C:5]([CH3:7])=[CH2:6].[O:10]1[CH:14]=[CH:13][CH2:12][CH2:11]1, predict the reaction product. The product is: [C:4]([O:9][CH:11]1[CH2:12][CH2:13][CH2:14][O:10]1)(=[O:8])[C:5]([CH3:7])=[CH2:6].